Task: Predict the product of the given reaction.. Dataset: Forward reaction prediction with 1.9M reactions from USPTO patents (1976-2016) (1) Given the reactants NC([O:4][C@H:5]1[CH2:10][CH2:9][CH2:8][N:7]([C:11]2[N:12]=[C:13]3[CH:26]=[C:25]([C:27]([NH:29][C:30]4[S:31][CH:32]=[C:33]([C:35]([CH3:38])([CH3:37])[CH3:36])[N:34]=4)=[O:28])[CH:24]=[CH:23][N:14]3[C:15](=[O:22])[C:16]=2/C=C/C(O)=O)[CH2:6]1)=O.C(C1N=C(NC(C2C=CN3C(=O)CC(=O)N=C3C=2)=O)SC=1)(C)(C)C.Cl.O[C@H]1CCCNC1, predict the reaction product. The product is: [C:35]([C:33]1[N:34]=[C:30]([NH:29][C:27]([C:25]2[CH:24]=[CH:23][N:14]3[C:15](=[O:22])[CH:16]=[C:11]([N:7]4[CH2:8][CH2:9][CH2:10][C@H:5]([OH:4])[CH2:6]4)[N:12]=[C:13]3[CH:26]=2)=[O:28])[S:31][CH:32]=1)([CH3:38])([CH3:36])[CH3:37]. (2) The product is: [CH2:1]([CH:4]1[N:8]([C:28](=[O:29])[C@@H:27]([NH:26][C:24]([O:23][C:19]([CH3:22])([CH3:21])[CH3:20])=[O:25])[CH2:31][CH:32]=[CH2:33])[C@H:7]([C:9]([O:11][CH2:12][C:13]2[CH:14]=[CH:15][CH:16]=[CH:17][CH:18]=2)=[O:10])[CH2:6][CH2:5]1)[CH:2]=[CH2:3]. Given the reactants [CH2:1]([CH:4]1[NH:8][C@H:7]([C:9]([O:11][CH2:12][C:13]2[CH:18]=[CH:17][CH:16]=[CH:15][CH:14]=2)=[O:10])[CH2:6][CH2:5]1)[CH:2]=[CH2:3].[C:19]([O:23][C:24]([NH:26][C@@H:27]([CH2:31][CH:32]=[CH2:33])[C:28](O)=[O:29])=[O:25])([CH3:22])([CH3:21])[CH3:20].CCN=C=NCCCN(C)C.Cl.C1C=CC2N(O)N=NC=2C=1.CCN(C(C)C)C(C)C, predict the reaction product. (3) Given the reactants F[B-](F)(F)F.C[O+:7]([CH3:9])[CH3:8].[OH:10][C:11]1[C:16]([O:17][CH3:18])=C(O)[N:14]([CH2:20][C:21]2[CH:26]=[CH:25][C:24]([O:27][CH3:28])=[CH:23][CH:22]=2)[C:13](=[O:29])[C:12]=1[C:30](=[O:38])[CH:31]([CH3:37])[CH2:32][CH2:33][CH2:34][CH2:35][CH3:36].C(N(CC)C(C)C)(C)C, predict the reaction product. The product is: [OH:10][C:11]1[C:16]([O:17][CH3:18])=[C:8]([O:7][CH3:9])[N:14]([CH2:20][C:21]2[CH:22]=[CH:23][C:24]([O:27][CH3:28])=[CH:25][CH:26]=2)[C:13](=[O:29])[C:12]=1[C:30](=[O:38])[CH:31]([CH3:37])[CH2:32][CH2:33][CH2:34][CH2:35][CH3:36]. (4) Given the reactants [C:1]([C:5]1[N:6]=[C:7]([N:16]2[CH2:20][CH2:19][C:18]([F:22])([F:21])[CH2:17]2)[C:8]2[N:13]=[N:12][N:11]([CH2:14][CH3:15])[C:9]=2[N:10]=1)([CH3:4])([CH3:3])[CH3:2].C(C1N=[C:29]([N:36]2[CH2:40][CH2:39][C:38](F)(F)[CH2:37]2)C2N=NNC=2N=1)(C)(C)C.Br.BrCCC1C=NC=CC=1, predict the reaction product. The product is: [C:1]([C:5]1[N:6]=[C:7]([N:16]2[CH2:20][CH2:19][C:18]([F:21])([F:22])[CH2:17]2)[C:8]2[N:13]=[N:12][N:11]([CH2:14][CH2:15][C:39]3[CH:40]=[N:36][CH:29]=[CH:37][CH:38]=3)[C:9]=2[N:10]=1)([CH3:2])([CH3:3])[CH3:4]. (5) Given the reactants C1(S([CH:10]2[CH:12]([C:13]([F:16])([F:15])[F:14])O2)(=O)=O)C=CC=CC=1.[C:17]([O:21][C:22]([N:24]1[CH2:29][CH2:28][N:27]([C:30](=[S:32])[NH2:31])[CH2:26][CH2:25]1)=[O:23])([CH3:20])([CH3:19])[CH3:18].N1(C(OC(C)(C)C)=O)CCNCC1.C(N1C=CN=C1)(N1C=CN=C1)=S.N, predict the reaction product. The product is: [C:17]([O:21][C:22]([N:24]1[CH2:25][CH2:26][N:27]([C:30]2[S:32][C:12]([C:13]([F:14])([F:15])[F:16])=[CH:10][N:31]=2)[CH2:28][CH2:29]1)=[O:23])([CH3:20])([CH3:18])[CH3:19]. (6) Given the reactants Cl[C:2]1[C:3]2[C:4](=[N:8][N:9]([CH2:11][C:12]34[CH2:16][C:14]([C:17]([O:19][CH3:20])=[O:18])([CH2:15]3)[CH2:13]4)[CH:10]=2)[N:5]=[CH:6][N:7]=1.[Cl:21][C:22]1[C:27]([CH2:28][NH2:29])=[C:26]([F:30])[C:25]([O:31][CH3:32])=[CH:24][CH:23]=1.CCN(C(C)C)C(C)C.C(N(C(C)C)C(C)C)C, predict the reaction product. The product is: [Cl:21][C:22]1[C:27]([CH2:28][NH:29][C:2]2[C:3]3[C:4](=[N:8][N:9]([CH2:11][C:12]45[CH2:16][C:14]([C:17]([O:19][CH3:20])=[O:18])([CH2:13]4)[CH2:15]5)[CH:10]=3)[N:5]=[CH:6][N:7]=2)=[C:26]([F:30])[C:25]([O:31][CH3:32])=[CH:24][CH:23]=1.